Regression. Given a peptide amino acid sequence and an MHC pseudo amino acid sequence, predict their binding affinity value. This is MHC class II binding data. From a dataset of Peptide-MHC class II binding affinity with 134,281 pairs from IEDB. (1) The peptide sequence is LFTIRQEMASRGLWD. The MHC is DRB4_0101 with pseudo-sequence DRB4_0103. The binding affinity (normalized) is 0.750. (2) The peptide sequence is TSAVGAPTGATTAAA. The MHC is DRB1_1201 with pseudo-sequence DRB1_1201. The binding affinity (normalized) is 0. (3) The peptide sequence is VDGRGNYNTDLLPDW. The MHC is DRB1_0101 with pseudo-sequence DRB1_0101. The binding affinity (normalized) is 0. (4) The peptide sequence is SNLLRAIEAQQHLLQLTVWGIKQL. The MHC is DRB1_1001 with pseudo-sequence DRB1_1001. The binding affinity (normalized) is 0.773. (5) The peptide sequence is VHQVFGGAFRSLFGGMSW. The MHC is DRB1_0101 with pseudo-sequence DRB1_0101. The binding affinity (normalized) is 0.845. (6) The peptide sequence is DLILFDWPTHMLQLA. The MHC is DRB1_1501 with pseudo-sequence DRB1_1501. The binding affinity (normalized) is 0.649. (7) The peptide sequence is GELGIVDKIDAAFKI. The MHC is DRB1_1501 with pseudo-sequence DRB1_1501. The binding affinity (normalized) is 0.437. (8) The MHC is HLA-DQA10401-DQB10402 with pseudo-sequence HLA-DQA10401-DQB10402. The binding affinity (normalized) is 0.446. The peptide sequence is INKPTAAAIAYGLDR. (9) The peptide sequence is VALDYPSGTSGSPIV. The MHC is HLA-DQA10501-DQB10302 with pseudo-sequence HLA-DQA10501-DQB10302. The binding affinity (normalized) is 0.